From a dataset of Peptide-MHC class I binding affinity with 185,985 pairs from IEDB/IMGT. Regression. Given a peptide amino acid sequence and an MHC pseudo amino acid sequence, predict their binding affinity value. This is MHC class I binding data. (1) The peptide sequence is STNLCTHSFR. The MHC is HLA-A03:01 with pseudo-sequence HLA-A03:01. The binding affinity (normalized) is 0.474. (2) The peptide sequence is LVSSGNTLY. The MHC is HLA-A30:01 with pseudo-sequence HLA-A30:01. The binding affinity (normalized) is 0.213. (3) The peptide sequence is MTREASREY. The MHC is HLA-A24:02 with pseudo-sequence HLA-A24:02. The binding affinity (normalized) is 0. (4) The peptide sequence is MVTLRKERL. The MHC is HLA-A02:01 with pseudo-sequence HLA-A02:01. The binding affinity (normalized) is 0.0906. (5) The peptide sequence is IIDAKNDDWK. The MHC is HLA-A31:01 with pseudo-sequence HLA-A31:01. The binding affinity (normalized) is 0. (6) The peptide sequence is DPNFHQAVM. The MHC is HLA-A02:19 with pseudo-sequence HLA-A02:19. The binding affinity (normalized) is 0.0847. (7) The peptide sequence is PVSMTYLYNK. The MHC is HLA-A03:01 with pseudo-sequence HLA-A03:01. The binding affinity (normalized) is 0.345. (8) The peptide sequence is HIGPGRAFY. The MHC is HLA-B53:01 with pseudo-sequence HLA-B53:01. The binding affinity (normalized) is 0. (9) The peptide sequence is ALVEICTEMEK. The MHC is HLA-A02:06 with pseudo-sequence HLA-A02:06. The binding affinity (normalized) is 0.317. (10) The peptide sequence is KRLQILGYL. The MHC is HLA-A02:12 with pseudo-sequence HLA-A02:12. The binding affinity (normalized) is 0.0847.